From a dataset of Forward reaction prediction with 1.9M reactions from USPTO patents (1976-2016). Predict the product of the given reaction. (1) The product is: [Br:10][C:11]1[CH:17]=[CH:16][C:14]([S:24][CH3:23])=[C:13]([F:18])[C:12]=1[C:19]([F:22])([F:21])[F:20]. Given the reactants N([O-])=O.[Na+].S(=O)(=O)(O)O.[Br:10][C:11]1[CH:17]=[CH:16][C:14](N)=[C:13]([F:18])[C:12]=1[C:19]([F:22])([F:21])[F:20].[CH3:23][S:24]SC, predict the reaction product. (2) Given the reactants [CH2:1]([Si:3]([CH2:35][CH3:36])([CH2:33][CH3:34])[O:4][C@H:5](/[CH:18]=[CH:19]/[Sn](CCCC)(CCCC)CCCC)[CH2:6][O:7][C:8]1[CH:13]=[CH:12][CH:11]=[C:10]([C:14]([F:17])([F:16])[F:15])[CH:9]=1)[CH3:2].C([Li])CCC.[Cu](C#N)C#N.C[Li].[CH2:49]([Si:51]([CH2:73][CH3:74])([CH2:71][CH3:72])[O:52][C@@H:53]1[CH2:57][C:56](=[O:58])[C:55]([CH2:59]/[CH:60]=[CH:61]\[CH2:62][CH2:63][CH2:64][C:65]([O:67][CH:68]([CH3:70])[CH3:69])=[O:66])=[CH:54]1)[CH3:50].[NH4+].[Cl-].[NH4+].[OH-], predict the reaction product. The product is: [F:15][C:14]([F:16])([F:17])[C:10]1[CH:9]=[C:8]([CH:13]=[CH:12][CH:11]=1)[O:7][CH2:6][C@H:5]([O:4][Si:3]([CH2:33][CH3:34])([CH2:35][CH3:36])[CH2:1][CH3:2])/[CH:18]=[CH:19]/[C@H:54]1[C@H:53]([O:52][Si:51]([CH2:49][CH3:50])([CH2:71][CH3:72])[CH2:73][CH3:74])[CH2:57][C:56](=[O:58])[C@@H:55]1[CH2:59]/[CH:60]=[CH:61]\[CH2:62][CH2:63][CH2:64][C:65]([O:67][CH:68]([CH3:70])[CH3:69])=[O:66]. (3) Given the reactants [CH:1]1([CH2:4][N:5]2[C:10](=[O:11])[C:9]([CH2:12][N:13]3C(=O)C4=CC=CC=C4C3=O)=[CH:8][C:7]([C:24]3[CH:29]=[CH:28][C:27]([O:30][CH3:31])=[C:26]([F:32])[CH:25]=3)=[N:6]2)[CH2:3][CH2:2]1.O.NN, predict the reaction product. The product is: [NH2:13][CH2:12][C:9]1[C:10](=[O:11])[N:5]([CH2:4][CH:1]2[CH2:3][CH2:2]2)[N:6]=[C:7]([C:24]2[CH:29]=[CH:28][C:27]([O:30][CH3:31])=[C:26]([F:32])[CH:25]=2)[CH:8]=1.